Task: Predict the reaction yield, written as a fraction of the theoretical maximum amount of product (1.0 means a 100% yield; for example, 0.34 means a 34% yield).. Dataset: Reaction yield outcomes from USPTO patents with 853,638 reactions The reactants are [CH3:1][CH:2]1[CH2:8][C:7]2[CH:9]=[C:10]3[O:15][CH2:14][O:13][C:11]3=[CH:12][C:6]=2[C:5]([C:16]2[CH:21]=[CH:20][C:19]([N+:22]([O-:24])=[O:23])=[CH:18][CH:17]=2)=[N:4][N:3]1[C:25]#[N:26].CN(C)C=O.[N-:32]=[N+:33]=[N-:34].[Na+].[Cl-].[NH4+]. The catalyst is O. The product is [CH3:1][CH:2]1[CH2:8][C:7]2[CH:9]=[C:10]3[O:15][CH2:14][O:13][C:11]3=[CH:12][C:6]=2[C:5]([C:16]2[CH:17]=[CH:18][C:19]([N+:22]([O-:24])=[O:23])=[CH:20][CH:21]=2)=[N:4][N:3]1[C:25]1[NH:34][N:33]=[N:32][N:26]=1. The yield is 0.540.